The task is: Predict the reactants needed to synthesize the given product.. This data is from Full USPTO retrosynthesis dataset with 1.9M reactions from patents (1976-2016). (1) The reactants are: [N:1]([C:4]1[CH:12]=[CH:11][C:7]2[NH:8][CH:9]=[N:10][C:6]=2[CH:5]=1)=[C:2]=[S:3].[OH:13][C:14]1[CH:15]=[C:16]([CH2:21][NH2:22])[CH:17]=[CH:18][C:19]=1[OH:20]. Given the product [OH:13][C:14]1[CH:15]=[C:16]([CH:17]=[CH:18][C:19]=1[OH:20])[CH2:21][NH:22][C:2]([NH:1][C:4]1[CH:12]=[CH:11][C:7]2[NH:8][CH:9]=[N:10][C:6]=2[CH:5]=1)=[S:3], predict the reactants needed to synthesize it. (2) Given the product [C:1]1([CH3:26])[CH:6]=[CH:5][CH:4]=[C:3]([N:7]2[CH:12]=[CH:11][C:10]([CH2:13][CH2:14][CH2:15][CH2:16][CH2:17][C:18]3[N:19]=[N:20][NH:21][CH:22]=3)=[C:9]([OH:23])[C:8]2=[S:25])[CH:2]=1, predict the reactants needed to synthesize it. The reactants are: [C:1]1([CH3:26])[CH:6]=[CH:5][CH:4]=[C:3]([N:7]2[CH:12]=[CH:11][C:10]([CH2:13][CH2:14][CH2:15][CH2:16][CH2:17][C:18]3[N:19]=[N:20][NH:21][CH:22]=3)=[C:9]([O:23]C)[C:8]2=[S:25])[CH:2]=1.B(Br)(Br)Br.